Dataset: Full USPTO retrosynthesis dataset with 1.9M reactions from patents (1976-2016). Task: Predict the reactants needed to synthesize the given product. (1) Given the product [CH3:36][O:35][C:33](=[O:34])[CH2:32][O:17][C:14]1[CH:15]=[CH:16][C:11]([C:6]2[CH:7]=[CH:8][CH:9]=[C:10]3[C:5]=2[C:4]([CH3:18])=[C:3]([C:19]2[CH:24]=[CH:23][CH:22]=[CH:21][CH:20]=2)[N:2]3[CH3:1])=[CH:12][CH:13]=1, predict the reactants needed to synthesize it. The reactants are: [CH3:1][N:2]1[C:10]2[C:5](=[C:6]([C:11]3[CH:16]=[CH:15][C:14]([OH:17])=[CH:13][CH:12]=3)[CH:7]=[CH:8][CH:9]=2)[C:4]([CH3:18])=[C:3]1[C:19]1[CH:24]=[CH:23][CH:22]=[CH:21][CH:20]=1.C([O-])([O-])=O.[K+].[K+].Br[CH2:32][C:33]([O:35][CH3:36])=[O:34]. (2) Given the product [ClH:38].[NH2:1][C:2]1[N:29]([CH2:30][CH3:31])[C:6]2[N:7]=[C:8]([NH:11][C:12]3[C:17]([O:18][CH3:19])=[CH:16][C:15]([N:20]4[CH2:25][CH2:24][N:23]([CH2:26][CH3:27])[CH2:22][CH2:21]4)=[CH:14][C:13]=3[F:28])[N:9]=[CH:10][C:5]=2[C:4](=[O:32])[C:3]=1[C:33]([NH2:35])=[O:34], predict the reactants needed to synthesize it. The reactants are: [NH2:1][C:2]1[N:29]([CH2:30][CH3:31])[C:6]2[N:7]=[C:8]([NH:11][C:12]3[C:17]([O:18][CH3:19])=[CH:16][C:15]([N:20]4[CH2:25][CH2:24][N:23]([CH2:26][CH3:27])[CH2:22][CH2:21]4)=[CH:14][C:13]=3[F:28])[N:9]=[CH:10][C:5]=2[C:4](=[O:32])[C:3]=1[C:33]([NH2:35])=[O:34].CC[Cl:38]. (3) Given the product [ClH:27].[OH:21][C@H:13]1[C@@H:12]([OH:23])[C@H:11]([OH:26])[C@@H:10]([CH2:9][OH:8])[N:15]([CH3:16])[C@@H:14]1[C:17]([NH:19][CH3:20])=[O:18], predict the reactants needed to synthesize it. The reactants are: [Si]([O:8][CH2:9][C@H:10]1[N:15]([CH3:16])[C@H:14]([C:17]([NH:19][CH3:20])=[O:18])[C@H:13]2[O:21]C(C)(C)[O:23][C@H:12]2[C@@H:11]1[OH:26])(C(C)(C)C)(C)C.[ClH:27].